The task is: Predict which catalyst facilitates the given reaction.. This data is from Catalyst prediction with 721,799 reactions and 888 catalyst types from USPTO. (1) Reactant: [F:1][C:2]1[CH:7]=[C:6]([S:8][CH3:9])[CH:5]=[C:4]([F:10])[CH:3]=1.[Li]CCCC.C(O[B:20]1[O:24][C:23]([CH3:26])([CH3:25])[C:22]([CH3:28])([CH3:27])[O:21]1)(C)C. The catalyst class is: 1. Product: [F:1][C:2]1[CH:7]=[C:6]([S:8][CH3:9])[CH:5]=[C:4]([F:10])[C:3]=1[B:20]1[O:24][C:23]([CH3:26])([CH3:25])[C:22]([CH3:28])([CH3:27])[O:21]1. (2) Reactant: [C:1]1([C:20]2[CH:25]=[CH:24][CH:23]=[CH:22][CH:21]=2)[CH:6]=[CH:5][C:4]([CH:7]([NH:12][C:13]([O:15][C:16]([CH3:19])([CH3:18])[CH3:17])=[O:14])[CH2:8][C:9](O)=[O:10])=[CH:3][CH:2]=1.C([N:28](CC)CC)C.ClC(OCC)=O.N. Product: [C:1]1([C:20]2[CH:25]=[CH:24][CH:23]=[CH:22][CH:21]=2)[CH:6]=[CH:5][C:4]([CH:7]([NH:12][C:13]([O:15][C:16]([CH3:19])([CH3:18])[CH3:17])=[O:14])[CH2:8][C:9]([NH2:28])=[O:10])=[CH:3][CH:2]=1. The catalyst class is: 7. (3) Reactant: N1(O[C:11]2[C:12]3[N:13]=[CH:14][N:15]([C:38]=3[N:39]=[CH:40][N:41]=2)[C@@H:16]2[O:37][C@H:27]([CH2:28][O:29][Si:30]([C:33]([CH3:36])([CH3:35])[CH3:34])([CH3:32])[CH3:31])[C@@H:18]([O:19][Si:20]([C:23]([CH3:26])([CH3:25])[CH3:24])([CH3:22])[CH3:21])[CH2:17]2)C2C=CC=CC=2N=N1.C([O-])([O-])=O.[Cs+].[Cs+].[NH:48]1[CH2:53][CH2:52][O:51][CH2:50][CH2:49]1. Product: [N:48]1([C:11]2[N:41]=[CH:40][N:39]=[C:38]3[C:12]=2[N:13]=[CH:14][N:15]3[C@@H:16]2[O:37][C@H:27]([CH2:28][O:29][Si:30]([C:33]([CH3:36])([CH3:34])[CH3:35])([CH3:31])[CH3:32])[C@@H:18]([O:19][Si:20]([C:23]([CH3:24])([CH3:25])[CH3:26])([CH3:21])[CH3:22])[CH2:17]2)[CH2:53][CH2:52][O:51][CH2:50][CH2:49]1. The catalyst class is: 57. (4) Reactant: [NH2:1][C:2]1[CH:7]=[CH:6][CH:5]=[CH:4][N:3]=1.C[Si]([N-][Si](C)(C)C)(C)C.[Li+].Cl[C:19]1[N:24]=[C:23]([N:25]2[CH2:30][CH2:29][O:28][CH2:27][CH2:26]2)[N:22]=[C:21]([N:31]2[C:35]3[CH:36]=[CH:37][CH:38]=[CH:39][C:34]=3[N:33]=[C:32]2[CH:40]([F:42])[F:41])[N:20]=1.C(O)(=O)C. Product: [F:42][CH:40]([F:41])[C:32]1[N:31]([C:21]2[N:22]=[C:23]([N:25]3[CH2:26][CH2:27][O:28][CH2:29][CH2:30]3)[N:24]=[C:19]([NH:1][C:2]3[CH:7]=[CH:6][CH:5]=[CH:4][N:3]=3)[N:20]=2)[C:35]2[CH:36]=[CH:37][CH:38]=[CH:39][C:34]=2[N:33]=1. The catalyst class is: 20. (5) Reactant: C(OC([NH:8][C@@H:9]1[CH2:14][CH2:13][CH2:12][CH2:11][C@@H:10]1[NH:15][C:16]1[C:25]2[C:20](=[CH:21][CH:22]=[C:23]([O:26][CH3:27])[CH:24]=2)[N:19]=[C:18]([NH:28][C:29](=[O:37])[C:30]2[CH:35]=[CH:34][C:33]([Cl:36])=[CH:32][CH:31]=2)[N:17]=1)=O)(C)(C)C.FC(F)(F)C(O)=O.C(=O)([O-])O.[Na+]. Product: [Cl:36][C:33]1[CH:32]=[CH:31][C:30]([C:29]([NH:28][C:18]2[N:17]=[C:16]([NH:15][C@H:10]3[CH2:11][CH2:12][CH2:13][CH2:14][C@H:9]3[NH2:8])[C:25]3[C:20](=[CH:21][CH:22]=[C:23]([O:26][CH3:27])[CH:24]=3)[N:19]=2)=[O:37])=[CH:35][CH:34]=1. The catalyst class is: 2. (6) Reactant: Cl[C:2]1[N:3]=[CH:4][C:5]([C:8]([OH:10])=[O:9])=[N:6][CH:7]=1.[O:11]1[CH2:14][CH2:13][CH:12]1[CH2:15][OH:16].CC(C)([O-])C.[K+]. Product: [O:11]1[CH2:14][CH2:13][CH:12]1[CH2:15][O:16][C:2]1[N:3]=[CH:4][C:5]([C:8]([OH:10])=[O:9])=[N:6][CH:7]=1. The catalyst class is: 9. (7) Reactant: Cl.C(N=C=N)C.ON1C2C=CC=CC=2N=N1.[F:17][C:18]1[CH:36]=[C:35]([F:37])[CH:34]=[CH:33][C:19]=1[CH2:20][N:21]1[C:25]2=[CH:26][N:27]=[C:28]([C:30]([OH:32])=O)[CH:29]=[C:24]2[CH:23]=[CH:22]1.C(N(CC)CC)C.[CH2:45]([O:52][NH2:53])[C:46]1[CH:51]=[CH:50][CH:49]=[CH:48][CH:47]=1. Product: [CH2:45]([O:52][NH:53][C:30]([C:28]1[CH:29]=[C:24]2[CH:23]=[CH:22][N:21]([CH2:20][C:19]3[CH:33]=[CH:34][C:35]([F:37])=[CH:36][C:18]=3[F:17])[C:25]2=[CH:26][N:27]=1)=[O:32])[C:46]1[CH:51]=[CH:50][CH:49]=[CH:48][CH:47]=1. The catalyst class is: 18. (8) Reactant: [OH:1][C:2]1[CH:7]=[CH:6][C:5]([C:8]2[N:16](COCC[Si](C)(C)C)[C:15]3[C:14](=[O:25])[N:13]([CH2:26][CH2:27][CH3:28])[CH:12]=[N:11][C:10]=3[N:9]=2)=[CH:4][CH:3]=1.Cl. Product: [OH:1][C:2]1[CH:7]=[CH:6][C:5]([C:8]2[NH:16][C:15]3[C:14](=[O:25])[N:13]([CH2:26][CH2:27][CH3:28])[CH:12]=[N:11][C:10]=3[N:9]=2)=[CH:4][CH:3]=1. The catalyst class is: 8. (9) Reactant: ClC1C=C(C=C(Cl)C=1)C(NN)=O.[Cl:13][C:14]1[CH:15]=[C:16]([CH:25]=[C:26]([Cl:28])[CH:27]=1)[C:17]([NH:19][NH:20][C:21](=[O:24])[CH2:22][Cl:23])=O.C([O-])([O-])=O.[K+].[K+]. Product: [Cl:23][CH2:22][C:21]1[O:24][C:17]([C:16]2[CH:15]=[C:14]([Cl:13])[CH:27]=[C:26]([Cl:28])[CH:25]=2)=[N:19][N:20]=1. The catalyst class is: 3.